From a dataset of NCI-60 drug combinations with 297,098 pairs across 59 cell lines. Regression. Given two drug SMILES strings and cell line genomic features, predict the synergy score measuring deviation from expected non-interaction effect. (1) Drug 1: C1=CC(=CC=C1CCC2=CNC3=C2C(=O)NC(=N3)N)C(=O)NC(CCC(=O)O)C(=O)O. Drug 2: C1CC(C1)(C(=O)O)C(=O)O.[NH2-].[NH2-].[Pt+2]. Cell line: CCRF-CEM. Synergy scores: CSS=75.9, Synergy_ZIP=2.59, Synergy_Bliss=1.76, Synergy_Loewe=3.34, Synergy_HSA=4.55. (2) Drug 1: CC1C(C(=O)NC(C(=O)N2CCCC2C(=O)N(CC(=O)N(C(C(=O)O1)C(C)C)C)C)C(C)C)NC(=O)C3=C4C(=C(C=C3)C)OC5=C(C(=O)C(=C(C5=N4)C(=O)NC6C(OC(=O)C(N(C(=O)CN(C(=O)C7CCCN7C(=O)C(NC6=O)C(C)C)C)C)C(C)C)C)N)C. Drug 2: CC1=C(C=C(C=C1)C(=O)NC2=CC(=CC(=C2)C(F)(F)F)N3C=C(N=C3)C)NC4=NC=CC(=N4)C5=CN=CC=C5. Cell line: HL-60(TB). Synergy scores: CSS=38.7, Synergy_ZIP=19.9, Synergy_Bliss=21.5, Synergy_Loewe=17.5, Synergy_HSA=18.2. (3) Drug 1: CC1OCC2C(O1)C(C(C(O2)OC3C4COC(=O)C4C(C5=CC6=C(C=C35)OCO6)C7=CC(=C(C(=C7)OC)O)OC)O)O. Drug 2: CC1C(C(CC(O1)OC2CC(OC(C2O)C)OC3=CC4=CC5=C(C(=O)C(C(C5)C(C(=O)C(C(C)O)O)OC)OC6CC(C(C(O6)C)O)OC7CC(C(C(O7)C)O)OC8CC(C(C(O8)C)O)(C)O)C(=C4C(=C3C)O)O)O)O. Cell line: RPMI-8226. Synergy scores: CSS=70.9, Synergy_ZIP=16.3, Synergy_Bliss=16.9, Synergy_Loewe=12.3, Synergy_HSA=15.2.